Dataset: Forward reaction prediction with 1.9M reactions from USPTO patents (1976-2016). Task: Predict the product of the given reaction. (1) Given the reactants [CH2:1]([O:8][C@H:9]1[C@H:14]([O:15][CH2:16][C:17]2[CH:22]=[CH:21][CH:20]=[CH:19][CH:18]=2)[C@H:13]([O:23][CH2:24][C:25]2[CH:30]=[CH:29][CH:28]=[CH:27][CH:26]=2)[C@@H:12]([O:31][CH2:32][C:33]2[CH:38]=[CH:37][CH:36]=[CH:35][CH:34]=2)[O:11][C@@H:10]1[C@H:39]([O:41]C(=O)C1C=CC([N+]([O-])=O)=CC=1)[CH3:40])[C:2]1[CH:7]=[CH:6][CH:5]=[CH:4][CH:3]=1.C1COCC1.O.[OH-].[Na+], predict the reaction product. The product is: [CH2:1]([O:8][C@H:9]1[C@H:14]([O:15][CH2:16][C:17]2[CH:22]=[CH:21][CH:20]=[CH:19][CH:18]=2)[C@H:13]([O:23][CH2:24][C:25]2[CH:26]=[CH:27][CH:28]=[CH:29][CH:30]=2)[C@@H:12]([O:31][CH2:32][C:33]2[CH:34]=[CH:35][CH:36]=[CH:37][CH:38]=2)[O:11][C@@H:10]1[C@H:39]([OH:41])[CH3:40])[C:2]1[CH:7]=[CH:6][CH:5]=[CH:4][CH:3]=1. (2) Given the reactants [Cl:1][C:2]1[CH:7]=[C:6]([Cl:8])[CH:5]=[CH:4][C:3]=1[N:9]1[C:13]2[C:14]3[S:21][CH:20]=[CH:19][C:15]=3[CH2:16][CH2:17][CH2:18][C:12]=2[C:11]([C:22]([O:24]CC)=[O:23])=[N:10]1.[OH-].[Li+].O.Cl, predict the reaction product. The product is: [Cl:1][C:2]1[CH:7]=[C:6]([Cl:8])[CH:5]=[CH:4][C:3]=1[N:9]1[C:13]2[C:14]3[S:21][CH:20]=[CH:19][C:15]=3[CH2:16][CH2:17][CH2:18][C:12]=2[C:11]([C:22]([OH:24])=[O:23])=[N:10]1. (3) Given the reactants [CH2:1]([CH:3]1[C:11]2[C:6](=[CH:7][CH:8]=[CH:9][CH:10]=2)[NH:5][C:4]1=[O:12])[CH3:2].C([O-])(=O)C.[Na+].[Br:18]Br, predict the reaction product. The product is: [Br:18][C:9]1[CH:10]=[C:11]2[C:6](=[CH:7][CH:8]=1)[NH:5][C:4](=[O:12])[CH:3]2[CH2:1][CH3:2]. (4) Given the reactants [Cl:1][C:2]1[CH:7]=[CH:6][CH:5]=[CH:4][C:3]=1[C@H:8]([O:10][C:11]1[CH:15]=[C:14]([NH:16][C:17]2[CH:22]=[C:21]([CH2:23][O:24][C:25](=[O:30])[C:26]([CH3:29])([CH3:28])[CH3:27])[CH:20]=[CH:19][C:18]=2[N+:31]([O-])=O)[S:13][C:12]=1[C:34]([O:36][CH3:37])=[O:35])[CH3:9], predict the reaction product. The product is: [NH2:31][C:18]1[CH:19]=[CH:20][C:21]([CH2:23][O:24][C:25](=[O:30])[C:26]([CH3:27])([CH3:29])[CH3:28])=[CH:22][C:17]=1[NH:16][C:14]1[S:13][C:12]([C:34]([O:36][CH3:37])=[O:35])=[C:11]([O:10][C@@H:8]([C:3]2[CH:4]=[CH:5][CH:6]=[CH:7][C:2]=2[Cl:1])[CH3:9])[CH:15]=1.